This data is from NCI-60 drug combinations with 297,098 pairs across 59 cell lines. The task is: Regression. Given two drug SMILES strings and cell line genomic features, predict the synergy score measuring deviation from expected non-interaction effect. (1) Drug 1: CC1C(C(=O)NC(C(=O)N2CCCC2C(=O)N(CC(=O)N(C(C(=O)O1)C(C)C)C)C)C(C)C)NC(=O)C3=C4C(=C(C=C3)C)OC5=C(C(=O)C(=C(C5=N4)C(=O)NC6C(OC(=O)C(N(C(=O)CN(C(=O)C7CCCN7C(=O)C(NC6=O)C(C)C)C)C)C(C)C)C)N)C. Drug 2: CC1=C(C=C(C=C1)NC(=O)C2=CC=C(C=C2)CN3CCN(CC3)C)NC4=NC=CC(=N4)C5=CN=CC=C5. Cell line: LOX IMVI. Synergy scores: CSS=8.61, Synergy_ZIP=14.2, Synergy_Bliss=16.2, Synergy_Loewe=13.6, Synergy_HSA=12.7. (2) Drug 1: CN(CCCl)CCCl.Cl. Drug 2: CCN(CC)CCCC(C)NC1=C2C=C(C=CC2=NC3=C1C=CC(=C3)Cl)OC. Cell line: CCRF-CEM. Synergy scores: CSS=65.2, Synergy_ZIP=-2.39, Synergy_Bliss=-3.32, Synergy_Loewe=-5.09, Synergy_HSA=-2.14. (3) Drug 1: COC1=NC(=NC2=C1N=CN2C3C(C(C(O3)CO)O)O)N. Drug 2: CC(C)(C#N)C1=CC(=CC(=C1)CN2C=NC=N2)C(C)(C)C#N. Cell line: ACHN. Synergy scores: CSS=43.1, Synergy_ZIP=-1.47, Synergy_Bliss=-1.00, Synergy_Loewe=-5.28, Synergy_HSA=-0.807. (4) Drug 2: C1CC(C1)(C(=O)O)C(=O)O.[NH2-].[NH2-].[Pt+2]. Synergy scores: CSS=48.9, Synergy_ZIP=-3.60, Synergy_Bliss=-2.57, Synergy_Loewe=-4.41, Synergy_HSA=1.90. Cell line: A549. Drug 1: C1=CC(=CC=C1CCCC(=O)O)N(CCCl)CCCl.